This data is from Full USPTO retrosynthesis dataset with 1.9M reactions from patents (1976-2016). The task is: Predict the reactants needed to synthesize the given product. (1) Given the product [Cl:24][C:25]1[CH:34]=[CH:33][C:28]([C:29]([NH:31][NH:32][C:3]([NH:2][CH3:1])=[O:4])=[O:30])=[CH:27][CH:26]=1, predict the reactants needed to synthesize it. The reactants are: [CH3:1][NH:2][C:3](=O)[O:4]C1C=CC([N+]([O-])=O)=CC=1.C(N(CC)C(C)C)(C)C.[Cl:24][C:25]1[CH:34]=[CH:33][C:28]([C:29]([NH:31][NH2:32])=[O:30])=[CH:27][CH:26]=1. (2) Given the product [CH2:1]([N:8]1[C:16]2[C:11](=[N:12][C:13]([Cl:17])=[CH:14][CH:15]=2)[CH:10]=[C:9]1[C:23]1[N:22]=[CH:21][N:20]([CH3:19])[CH:24]=1)[C:2]1[CH:7]=[CH:6][CH:5]=[CH:4][CH:3]=1, predict the reactants needed to synthesize it. The reactants are: [CH2:1]([N:8]1[C:16]2[C:11](=[N:12][C:13]([Cl:17])=[CH:14][CH:15]=2)[CH:10]=[C:9]1Br)[C:2]1[CH:7]=[CH:6][CH:5]=[CH:4][CH:3]=1.[CH3:19][N:20]1[CH:24]=[C:23]([Sn](CCCC)(CCCC)CCCC)[N:22]=[CH:21]1. (3) Given the product [Br:19][C:2]1[N:6]([C:7]2[CH:12]=[CH:11][CH:10]=[CH:9][CH:8]=2)[N:5]=[C:4]([C:13]([O:15][CH2:16][CH3:17])=[O:14])[C:3]=1[CH:25]=[O:26], predict the reactants needed to synthesize it. The reactants are: O[C:2]1[N:6]([C:7]2[CH:12]=[CH:11][CH:10]=[CH:9][CH:8]=2)[N:5]=[C:4]([C:13]([O:15][CH2:16][CH3:17])=[O:14])[CH:3]=1.O(Br)[Br:19].[P].CN([CH:25]=[O:26])C. (4) Given the product [N:1]([CH2:4][CH2:5][O:6][CH2:7][CH2:8][O:9][CH2:10][CH2:11][O:12][CH2:13][CH2:14][NH2:15])=[N+:2]=[N-:3], predict the reactants needed to synthesize it. The reactants are: [N:1]([CH2:4][CH2:5][O:6][CH2:7][CH2:8][O:9][CH2:10][CH2:11][O:12][CH2:13][CH2:14][N:15]=[N+]=[N-])=[N+:2]=[N-:3].Cl.C1(P(C2C=CC=CC=2)C2C=CC=CC=2)C=CC=CC=1. (5) Given the product [CH2:1]([N:8]1[CH2:12][C@H:11]([CH2:13][C:14]2[CH:15]=[CH:16][CH:17]=[CH:18][CH:19]=2)[C@@H:23]([C:22]([OH:25])=[O:24])[CH2:9]1)[C:2]1[CH:7]=[CH:6][CH:5]=[CH:4][CH:3]=1, predict the reactants needed to synthesize it. The reactants are: [CH2:1]([N:8]1[CH2:12][CH:11]([CH2:13][C:14]2[CH:19]=[CH:18][CH:17]=[CH:16][CH:15]=2)C(C#N)[CH2:9]1)[C:2]1[CH:7]=[CH:6][CH:5]=[CH:4][CH:3]=1.[C:22]([OH:25])(=[O:24])[CH3:23].Cl.C. (6) The reactants are: [C:1](Cl)(=[O:3])[CH3:2].[NH2:5][C:6]([CH3:26])([CH3:25])[CH2:7][C:8]1[N:9]([CH2:22][CH2:23][CH3:24])[N:10]=[C:11]2[C:20]=1[C:19]1[CH:18]=[CH:17][CH:16]=[CH:15][C:14]=1[N:13]=[C:12]2[NH2:21].C(N(CC)CC)C.Cl. Given the product [NH2:21][C:12]1[C:11]2=[N:10][N:9]([CH2:22][CH2:23][CH3:24])[C:8]([CH2:7][C:6]([NH:5][C:1](=[O:3])[CH3:2])([CH3:26])[CH3:25])=[C:20]2[C:19]2[CH:18]=[CH:17][CH:16]=[CH:15][C:14]=2[N:13]=1, predict the reactants needed to synthesize it. (7) The reactants are: CN(C)CCCN=C=NCC.[NH2:12][C:13]1[CH:18]=[CH:17][C:16]([N:19]([CH2:27][CH2:28][C:29]2[CH:34]=[CH:33][CH:32]=[CH:31][N:30]=2)C(=O)OC(C)(C)C)=[CH:15][CH:14]=1.[CH3:35][C:36]1[CH:44]=[CH:43][C:39]([C:40](O)=[O:41])=[C:38]([N:45]2[CH2:49][CH2:48][CH2:47][CH2:46]2)[CH:37]=1.O.ON1C2C=CC=CC=2N=N1.Cl.C(=O)([O-])[O-].[K+].[K+]. Given the product [CH3:35][C:36]1[CH:44]=[CH:43][C:39]([C:40]([NH:12][C:13]2[CH:14]=[CH:15][C:16]([NH:19][CH2:27][CH2:28][C:29]3[CH:34]=[CH:33][CH:32]=[CH:31][N:30]=3)=[CH:17][CH:18]=2)=[O:41])=[C:38]([N:45]2[CH2:49][CH2:48][CH2:47][CH2:46]2)[CH:37]=1, predict the reactants needed to synthesize it. (8) Given the product [NH2:1][C:2]1[N:7]=[C:6]([NH:28][CH2:27][CH2:26][NH:25][C:19]2[CH:24]=[CH:23][CH:22]=[CH:21][CH:20]=2)[C:5]([C:11]#[N:12])=[C:4]([C:13]2[CH:18]=[CH:17][CH:16]=[CH:15][N:14]=2)[N:3]=1, predict the reactants needed to synthesize it. The reactants are: [NH2:1][C:2]1[N:7]=[C:6](S(C)=O)[C:5]([C:11]#[N:12])=[C:4]([C:13]2[CH:18]=[CH:17][CH:16]=[CH:15][N:14]=2)[N:3]=1.[C:19]1([NH:25][CH2:26][CH2:27][NH2:28])[CH:24]=[CH:23][CH:22]=[CH:21][CH:20]=1.